This data is from Experimentally validated miRNA-target interactions with 360,000+ pairs, plus equal number of negative samples. The task is: Binary Classification. Given a miRNA mature sequence and a target amino acid sequence, predict their likelihood of interaction. (1) The miRNA is mmu-miR-466g with sequence AUACAGACACAUGCACACACA. The protein sequence of the target gene is MASVRASPRSALLLLLAAAGVAEVTGGLAPGSAGAVCCNHSKDNQMCRDVCEQIFSSKSESRLKHLLQRAPDYCPETMVEIWSCMNSSLPGVFKKSDGWVGLGCCELAIGLECRQACKQASSKNDISKVCRKEYENALFSCISRNEMGSVCCSYAGHHTNCREFCQAIFRTDSSPGPSQIKAVENYCASISPQLIHCVNNYTQSYPMRNPTDSLYCCDRAEDHACQNACKRILMSKKTEMEIVDGLIEGCKTQPLPQDPLWQCFLESSQSVHPGVTVHPPPSTGLDGAKLHCCSKANTST.... Result: 0 (no interaction). (2) The miRNA is hsa-miR-758-3p with sequence UUUGUGACCUGGUCCACUAACC. The protein sequence of the target gene is MARGGAGRAVALGLVLRLLFGLRTGLEAAPAPAHTRVQVSGSRADSCPTDTFQCLTSGYCVPLSWRCDGDQDCSDGSDEEDCRIESCAQNGQCQPQSALPCSCDNISGCSDVSDKNLNCSRPPCQESELHCILDDVCIPHTWRCDGHPDCLDSSDELSCDTDTEIDKIFQEENATTTRISTTMENETSFRNVTFTSAGDSSRNPSAYGVIAAAGVLSAILVSATLLILLRLRGQGYLPPPGLLVAVKESLLLSERKTSLI. Result: 0 (no interaction). (3) The miRNA is hsa-miR-33b-3p with sequence CAGUGCCUCGGCAGUGCAGCCC. The protein sequence of the target gene is MMSIKAFTLVSAVERELLMGDKERVNIECVECCGRDLYVGTNDCFVYHFLLEERPVPAGPATFTATKQLQRHLGFKKPVNELRAASALNRLLVLCDNSISLVNMLNLEPVPSGARIKGAATFALNENPVSGDPFCVEVCIISVKRRTIQMFLVYEDRVQIVKEVSTAEQPLAVAVDGHFLCLALTTQYIIHNYSTGVSQDLFPYCSEERPPIVKRIGRQEFLLAGPGGLGMFATVAGISQRAPVHWSENVIGAAVSFPYVIALDDEFITVHSMLDQQQKQTLPFKEGHILQDFEGRVIVA.... Result: 0 (no interaction). (4) The miRNA is hsa-miR-6507-5p with sequence GAAGAAUAGGAGGGACUUUGU. The protein sequence of the target gene is MEALGPGPPASLFQPPRRPGLGTVGKPIRLLANHFQVQIPKIDVYHYDVDIKPEKRPRRVNREVVDTMVRHFKMQIFGDRQPGYDGKRNMYTAHPLPIGRDRVDMEVTLPGEGKDQTFKVSVQWVSVVSLQLLLEALAGHLNEVPDDSVQALDVITRHLPSMRYTPVGRSFFSPPEGYYHPLGGGREVWFGFHQSVRPAMWNMMLNIDVSATAFYRAQPIIEFMCEVLDIQNINEQTKPLTDSQRVKFTKEIRGLKVEVTHCGQMKRKYRVCNVTRRPASHQTFPLQLENGQAMECTVAQ.... Result: 1 (interaction). (5) The miRNA is hsa-miR-4731-3p with sequence CACACAAGUGGCCCCCAACACU. The protein sequence of the target gene is MRPQGPAASPQRLRGLLLLLLLQLPAPSSASEIPKGKQKAQLRQREVVDLYNGMCLQGPAGVPGRDGSPGANGIPGTPGIPGRDGFKGEKGECLRESFEESWTPNYKQCSWSSLNYGIDLGKIAECTFTKMRSNSALRVLFSGSLRLKCRNACCQRWYFTFNGAECSGPLPIEAIIYLDQGSPEMNSTINIHRTSSVEGLCEGIGAGLVDVAIWVGTCSDYPKGDASTGWNSVSRIIIEELPK. Result: 0 (no interaction). (6) The miRNA is hsa-miR-411-3p with sequence UAUGUAACACGGUCCACUAACC. The protein sequence of the target gene is MIWYVATFIASVIGTRGLAAEGAHGLREEPEFVTARAGESVVLRCDVIHPVTGQPPPYVVEWFKFGVPIPIFIKFGYYPPHVDPEYAGRASLHDKASLRLEQVRSEDQGWYECKVLMLDQQYDTFHNGSWVHLTINAPPTFTETPPQYIEAKEGGSITMTCTAFGNPKPIVTWLKEGTLLGASGKYQVSDGSLTVTSVSREDRGAYTCRAYSIQGEAVHTTHLLVQGPPFIVSPPENITVNISQDALLTCRAEAYPGNLTYTWYWQDENVYFQNDLKLRVRILIDGTLIIFRVKPEDSGK.... Result: 0 (no interaction). (7) The miRNA is hsa-miR-2355-5p with sequence AUCCCCAGAUACAAUGGACAA. The protein sequence of the target gene is MEAARCAPGPRGDSAFDDETLRLRQLKLDNQRALLEKKQRKKRLEPLMVQPNPEARLRRLKPRGSEEHTPLVDPQMPRSDVILHGIDGPAAFLKPEAQDLESKPQVLSVGSPAPEEGTEGSADGESPEETAPKPDLQEILQKHGILSSVNYDEEPDKEEDEGGNLSSPSARSEESAAASQKAASETGASGVTAQQGDAQLGEVENLEDFAYSPAPRGVTVKCKVTRDKKGMDRGLFPTYYMHLEREENRKIFLLAGRKRKKSKTSNYLVSTDPTDLSREGESYIGKLRSNLMGTKFTVYD.... Result: 0 (no interaction).